From a dataset of Full USPTO retrosynthesis dataset with 1.9M reactions from patents (1976-2016). Predict the reactants needed to synthesize the given product. Given the product [F:1][C:2]1[CH:7]=[C:6]([CH3:8])[CH:5]=[CH:4][C:3]=1[C:9]1[CH:10]=[C:11]([CH:16]=[C:17]([N:19]2[CH2:24][CH2:23][O:22][CH2:21][CH2:20]2)[N:18]=1)[C:12]([OH:14])=[O:13], predict the reactants needed to synthesize it. The reactants are: [F:1][C:2]1[CH:7]=[C:6]([CH3:8])[CH:5]=[CH:4][C:3]=1[C:9]1[CH:10]=[C:11]([CH:16]=[C:17]([N:19]2[CH2:24][CH2:23][O:22][CH2:21][CH2:20]2)[N:18]=1)[C:12]([O:14]C)=[O:13].[OH-].[Na+].Cl.